Dataset: Full USPTO retrosynthesis dataset with 1.9M reactions from patents (1976-2016). Task: Predict the reactants needed to synthesize the given product. (1) Given the product [Cl:35][C:30]1[C:29]([CH3:36])=[N:28][C:27]2[N:32]([N:33]=[C:25]3[CH2:24][N:23]([C:21]([C:16]4[CH:17]=[CH:18][CH:19]=[CH:20][C:15]=4[CH:14]=[C:11]4[CH2:12][CH2:13][NH:8][CH2:9][CH2:10]4)=[O:22])[CH2:37][C:26]3=2)[C:31]=1[CH3:34], predict the reactants needed to synthesize it. The reactants are: C(OC([N:8]1[CH2:13][CH2:12][C:11](=[CH:14][C:15]2[CH:20]=[CH:19][CH:18]=[CH:17][C:16]=2[C:21]([N:23]2[CH2:37][C:26]3=[C:27]4[N:32]([N:33]=[C:25]3[CH2:24]2)[C:31]([CH3:34])=[C:30]([Cl:35])[C:29]([CH3:36])=[N:28]4)=[O:22])[CH2:10][CH2:9]1)=O)(C)(C)C.C(O)(C(F)(F)F)=O. (2) Given the product [CH3:29][N:26]1[CH:27]=[CH:28][C:23]([C:20]2[CH:21]=[CH:22][C:17]([C@@H:15]([N:11]3[CH2:10][CH2:9][C:8]4([CH2:31][CH2:32][C:5](=[O:4])[CH2:6][CH2:7]4)[O:13][C:12]3=[O:14])[CH3:16])=[CH:18][CH:19]=2)=[CH:24][C:25]1=[O:30], predict the reactants needed to synthesize it. The reactants are: CC1(C)CO[C:5]2([CH2:32][CH2:31][C:8]3([O:13][C:12](=[O:14])[N:11]([C@H:15]([C:17]4[CH:22]=[CH:21][C:20]([C:23]5[CH:28]=[CH:27][N:26]([CH3:29])[C:25](=[O:30])[CH:24]=5)=[CH:19][CH:18]=4)[CH3:16])[CH2:10][CH2:9]3)[CH2:7][CH2:6]2)[O:4]C1. (3) Given the product [CH3:3][O:4][C:5]([C:7]1[C:15]2[C:10](=[N:11][CH:12]=[C:13]([F:16])[CH:14]=2)[N:9]([S:17]([C:20]2[CH:25]=[CH:24][CH:23]=[CH:22][CH:21]=2)(=[O:19])=[O:18])[C:8]=1[CH2:26][N:31]([CH2:30][C:28]#[N:29])[S:32]([C:35]1[CH:36]=[CH:37][C:38]([CH3:41])=[CH:39][CH:40]=1)(=[O:34])=[O:33])=[O:6], predict the reactants needed to synthesize it. The reactants are: [H-].[Na+].[CH3:3][O:4][C:5]([C:7]1[C:15]2[C:10](=[N:11][CH:12]=[C:13]([F:16])[CH:14]=2)[N:9]([S:17]([C:20]2[CH:25]=[CH:24][CH:23]=[CH:22][CH:21]=2)(=[O:19])=[O:18])[C:8]=1[CH2:26]Br)=[O:6].[C:28]([CH2:30][NH:31][S:32]([C:35]1[CH:40]=[CH:39][C:38]([CH3:41])=[CH:37][CH:36]=1)(=[O:34])=[O:33])#[N:29].Cl. (4) Given the product [C:1]([O:12][CH2:14][CH2:13][N:15]([CH2:19][CH3:20])[CH2:16][CH3:17])(=[O:11])/[CH:2]=[CH:3]/[CH2:4][CH2:5][CH2:6][CH2:7][CH2:8][CH2:9][CH3:10], predict the reactants needed to synthesize it. The reactants are: [C:1]([OH:12])(=[O:11])/[CH:2]=[CH:3]/[CH2:4][CH2:5][CH2:6][CH2:7][CH2:8][CH2:9][CH3:10].[CH2:13]([N:15]([CH2:19][CH3:20])[CH2:16][CH2:17]O)[CH3:14]. (5) Given the product [CH3:22][C:14]1[CH:15]=[CH:16][CH:17]=[C:18]2[C:13]=1[C:12](=[O:23])[N:11]([C:24]1[CH:29]=[CH:28][CH:27]=[CH:26][C:25]=1[CH3:30])[C:9]([CH:8]([NH:7][C:6](=[O:33])[O:5][C:1]([CH3:4])([CH3:3])[CH3:2])[CH2:31][CH3:32])=[N:19]2, predict the reactants needed to synthesize it. The reactants are: [C:1]([O:5][C:6](=[O:33])[NH:7][C@@H:8]([CH2:31][CH3:32])[C:9]([N:11]([C:24]1[CH:29]=[CH:28][CH:27]=[CH:26][C:25]=1[CH3:30])[C:12](=[O:23])[C:13]1[C:18]([N+:19]([O-])=O)=[CH:17][CH:16]=[CH:15][C:14]=1[CH3:22])=O)([CH3:4])([CH3:3])[CH3:2]. (6) Given the product [C:8]1([CH2:7][CH2:6][C@H:5]([OH:4])[CH3:14])[CH:13]=[CH:12][CH:11]=[CH:10][CH:9]=1, predict the reactants needed to synthesize it. The reactants are: C([O:4][C@H:5]([CH3:14])[CH2:6][CH2:7][C:8]1[CH:13]=[CH:12][CH:11]=[CH:10][CH:9]=1)(=O)C.[OH-].[Na+]. (7) Given the product [CH3:20][O:21][C:22](=[O:33])[C:23]1[CH:28]=[CH:27][CH:26]=[CH:25][C:24]=1[O:29][CH2:30][CH2:31][N:11]1[CH2:12][CH2:13][CH:8]([C:7]2[C:8]3[C:9](=[CH:10][N:11]=[CH:12][CH:13]=3)[N:5]([CH2:1][CH2:2][CH2:3][CH3:4])[CH:6]=2)[CH2:9][CH2:10]1, predict the reactants needed to synthesize it. The reactants are: [CH2:1]([N:5]1[C:9]2=[CH:10][N:11]=[CH:12][CH:13]=[C:8]2[C:7](N2CCCCC2)=[CH:6]1)[CH2:2][CH2:3][CH3:4].[CH3:20][O:21][C:22](=[O:33])[C:23]1[CH:28]=[CH:27][CH:26]=[CH:25][C:24]=1[O:29][CH2:30][CH2:31]Cl. (8) Given the product [C:1]1([O:7][CH3:8])[C:6](=[CH:5][CH:4]=[CH:3][CH:2]=1)[OH:9].[CH3:8][O:7][C:1]1[CH:6]=[CH:5][C:4]([OH:9])=[CH:3][CH:2]=1, predict the reactants needed to synthesize it. The reactants are: [C:1]1([O:7][CH3:8])[CH:6]=[CH:5][CH:4]=[CH:3][CH:2]=1.[OH:9]O. (9) Given the product [S:18]([O-:22])([O-:21])(=[O:20])=[O:19].[CH3:12][N+:13]1[C:14](=[O:15])[N:16]([CH3:17])[CH:5]=[CH:4][CH:3]=1.[CH3:12][N+:13]1[C:14](=[O:15])[N:16]([CH3:17])[CH:5]=[CH:4][CH:3]=1, predict the reactants needed to synthesize it. The reactants are: CO[CH:3](OC)[CH2:4][CH:5](OC)OC.[CH3:12][NH:13][C:14]([NH:16][CH3:17])=[O:15].[S:18](=[O:22])(=[O:21])([OH:20])[OH:19].